This data is from Forward reaction prediction with 1.9M reactions from USPTO patents (1976-2016). The task is: Predict the product of the given reaction. (1) Given the reactants [NH2:1][C:2]1[S:3][C:4]([CH2:7][CH3:8])=[N:5][N:6]=1.[C:9]([NH:12][C:13]1[CH:22]=[CH:21][C:16]([S:17](Cl)(=[O:19])=[O:18])=[CH:15][CH:14]=1)(=[O:11])[CH3:10].Cl, predict the reaction product. The product is: [CH2:7]([C:4]1[S:3][C:2]([NH:1][S:17]([C:16]2[CH:15]=[CH:14][C:13]([NH:12][C:9](=[O:11])[CH3:10])=[CH:22][CH:21]=2)(=[O:19])=[O:18])=[N:6][N:5]=1)[CH3:8]. (2) Given the reactants [C:1]1([CH2:7][CH2:8][CH2:9]/[CH:10]=[CH:11]/[C:12]([OH:14])=O)[CH:6]=[CH:5][CH:4]=[CH:3][CH:2]=1.C(N(CC)CC)C.Cl.[O:23]1[CH2:27][CH2:26][CH:25]([CH2:28][NH2:29])[CH2:24]1.Cl.C(N=C=NCCCN(C)C)C, predict the reaction product. The product is: [O:23]1[CH2:27][CH2:26][CH:25]([CH2:28][NH:29][C:12](=[O:14])/[CH:11]=[CH:10]/[CH2:9][CH2:8][CH2:7][C:1]2[CH:2]=[CH:3][CH:4]=[CH:5][CH:6]=2)[CH2:24]1. (3) Given the reactants [F:1][C:2]1[CH:7]=[CH:6][C:5]([C:8](=O)[CH2:9][C:10](=O)[CH3:11])=[CH:4][CH:3]=1.Cl.[CH3:15][CH:16]([NH:18][NH2:19])[CH3:17].C(N(CC)CC)C.FC(F)(F)C(O)=O, predict the reaction product. The product is: [F:1][C:2]1[CH:7]=[CH:6][C:5]([C:8]2[N:18]([CH:16]([CH3:17])[CH3:15])[N:19]=[C:10]([CH3:11])[CH:9]=2)=[CH:4][CH:3]=1. (4) Given the reactants [C:1]([C:3]1[CH:8]=[CH:7][C:6]([N:9]2[C:13]([C:14]3[C:15](=[O:33])[N:16]([CH3:32])[C:17](=[O:31])[N:18]([C:21]4[CH:26]=[CH:25][CH:24]=[C:23]([C:27]([F:30])([F:29])[F:28])[CH:22]=4)[C:19]=3[CH3:20])=[C:12]([S:34]([NH2:37])(=[O:36])=[O:35])[CH:11]=[N:10]2)=[CH:5][CH:4]=1)#[N:2].C(N=[C:41]=[O:42])C.[CH:43](N(C(C)C)CC)(C)[CH3:44].Cl, predict the reaction product. The product is: [C:1]([C:3]1[CH:8]=[CH:7][C:6]([N:9]2[C:13]([C:14]3[C:15](=[O:33])[N:16]([CH3:32])[C:17](=[O:31])[N:18]([C:21]4[CH:26]=[CH:25][CH:24]=[C:23]([C:27]([F:30])([F:29])[F:28])[CH:22]=4)[C:19]=3[CH3:20])=[C:12]([S:34]([NH:37][C:41]([CH2:43][CH3:44])=[O:42])(=[O:36])=[O:35])[CH:11]=[N:10]2)=[CH:5][CH:4]=1)#[N:2].